The task is: Predict the reaction yield, written as a fraction of the theoretical maximum amount of product (1.0 means a 100% yield; for example, 0.34 means a 34% yield).. This data is from Reaction yield outcomes from USPTO patents with 853,638 reactions. (1) The reactants are [Cl:1][C:2]1[C:10]2[CH:9]=[C:8]([C:11](=[O:27])[CH2:12][C:13]([C:19]3[CH:24]=[C:23]([Cl:25])[CH:22]=[C:21]([Cl:26])[CH:20]=3)(O)[C:14]([F:17])([F:16])[F:15])[S:7][C:6]=2[CH:5]=[CH:4][CH:3]=1.O=S(Cl)Cl.N1C=CC=CC=1. The catalyst is C(Cl)Cl.[NH4+].[Cl-]. The product is [Cl:1][C:2]1[C:10]2[CH:9]=[C:8]([C:11](=[O:27])[CH:12]=[C:13]([C:19]3[CH:24]=[C:23]([Cl:25])[CH:22]=[C:21]([Cl:26])[CH:20]=3)[C:14]([F:15])([F:16])[F:17])[S:7][C:6]=2[CH:5]=[CH:4][CH:3]=1. The yield is 1.00. (2) The reactants are [Cl:1][C:2]1[CH:7]=[C:6]([O:8][CH3:9])[CH:5]=[CH:4][C:3]=1[C:10]1[CH:15]=[CH:14][N:13]([C:16]2[CH:21]=[CH:20][C:19]3[C:22]4[CH2:23][NH:24][CH2:25][CH2:26][C:27]=4[O:28][C:18]=3[CH:17]=2)[C:12](=[O:29])[CH:11]=1.Cl.CCOCC. The catalyst is CO. The product is [ClH:1].[Cl:1][C:2]1[CH:7]=[C:6]([O:8][CH3:9])[CH:5]=[CH:4][C:3]=1[C:10]1[CH:15]=[CH:14][N:13]([C:16]2[CH:21]=[CH:20][C:19]3[C:22]4[CH2:23][NH:24][CH2:25][CH2:26][C:27]=4[O:28][C:18]=3[CH:17]=2)[C:12](=[O:29])[CH:11]=1. The yield is 0.910. (3) The yield is 0.500. The reactants are [O:1]1[CH:5]=[CH:4][CH:3]=[C:2]1[C:6]1[N:7]=[C:8]([NH:17][C:18]([CH:20]2[CH2:25][CH2:24][NH:23][CH2:22][CH2:21]2)=[O:19])[S:9][C:10]=1[C:11]1[CH:16]=[CH:15][N:14]=[CH:13][CH:12]=1.Cl[C:27]1[CH:32]=[CH:31][C:30]([C:33]#[N:34])=[CH:29][N:28]=1.C(=O)([O-])[O-].[K+].[K+].O. The catalyst is CN1C(=O)CCC1. The product is [C:33]([C:30]1[CH:31]=[CH:32][C:27]([N:23]2[CH2:24][CH2:25][CH:20]([C:18]([NH:17][C:8]3[S:9][C:10]([C:11]4[CH:12]=[CH:13][N:14]=[CH:15][CH:16]=4)=[C:6]([C:2]4[O:1][CH:5]=[CH:4][CH:3]=4)[N:7]=3)=[O:19])[CH2:21][CH2:22]2)=[N:28][CH:29]=1)#[N:34].